Dataset: Full USPTO retrosynthesis dataset with 1.9M reactions from patents (1976-2016). Task: Predict the reactants needed to synthesize the given product. (1) Given the product [CH2:11]([C:14]1[C:21]([Cl:22])=[CH:20][C:17]([C:18](=[N:2][OH:3])[NH2:19])=[C:16]([Cl:23])[CH:15]=1)[CH:12]=[CH2:13], predict the reactants needed to synthesize it. The reactants are: Cl.[NH2:2][OH:3].C(N(CC)CC)C.[CH2:11]([C:14]1[C:21]([Cl:22])=[CH:20][C:17]([C:18]#[N:19])=[C:16]([Cl:23])[CH:15]=1)[CH:12]=[CH2:13]. (2) Given the product [OH:7][C:8]1[CH:13]=[CH:12][C:11]([C:14]2[N:19]=[C:18]([C:20]#[N:21])[C:17]3[N:22]=[N:23][N:24]([CH3:25])[C:16]=3[CH:15]=2)=[CH:10][C:9]=1[C:26]([F:29])([F:28])[F:27], predict the reactants needed to synthesize it. The reactants are: COCCOC[O:7][C:8]1[CH:13]=[CH:12][C:11]([C:14]2[N:19]=[C:18]([C:20]#[N:21])[C:17]3[N:22]=[N:23][N:24]([CH3:25])[C:16]=3[CH:15]=2)=[CH:10][C:9]=1[C:26]([F:29])([F:28])[F:27].Cl.CCOC(C)=O.N. (3) Given the product [Cl:6][C:7]1[C:8]([CH:23]=[O:24])=[N:9][CH:10]=[C:11]([N:13]([CH3:18])[CH:14]([CH3:17])[CH2:15][CH3:16])[N:12]=1, predict the reactants needed to synthesize it. The reactants are: P(Cl)(Cl)(Cl)=O.[Cl:6][C:7]1[N:12]=[C:11]([N:13]([CH3:18])[CH:14]([CH3:17])[CH2:15][CH3:16])[CH:10]=[N:9][CH:8]=1.O.CN([CH:23]=[O:24])C. (4) Given the product [N:40]1[CH:41]=[CH:42][CH:43]=[C:38]([CH2:37][NH:36][C:25]([C:23]2[CH:22]=[N:21][N:20]([C:18]3[CH:19]=[C:14]([C:12](=[O:13])[NH:11][C:9]4[CH:10]=[C:5]([C:1]([CH3:3])([CH3:2])[CH3:4])[CH:6]=[C:7]([NH:31][S:32]([CH3:35])(=[O:34])=[O:33])[C:8]=4[O:29][CH3:30])[CH:15]=[CH:16][C:17]=3[CH3:28])[CH:24]=2)=[O:27])[CH:39]=1, predict the reactants needed to synthesize it. The reactants are: [C:1]([C:5]1[CH:6]=[C:7]([NH:31][S:32]([CH3:35])(=[O:34])=[O:33])[C:8]([O:29][CH3:30])=[C:9]([NH:11][C:12]([C:14]2[CH:15]=[CH:16][C:17]([CH3:28])=[C:18]([N:20]3[CH:24]=[C:23]([C:25]([OH:27])=O)[CH:22]=[N:21]3)[CH:19]=2)=[O:13])[CH:10]=1)([CH3:4])([CH3:3])[CH3:2].[NH2:36][CH2:37][C:38]1[CH:39]=[N:40][CH:41]=[CH:42][CH:43]=1.CN(C(ON1N=NC2C=CC=NC1=2)=[N+](C)C)C.F[P-](F)(F)(F)(F)F.C(N(CC)C(C)C)(C)C. (5) Given the product [Cl:1][C:2]1[CH:9]=[C:8]([Cl:10])[CH:7]=[C:6]([O:11][CH3:12])[C:3]=1[CH:4]=[O:5], predict the reactants needed to synthesize it. The reactants are: [Cl:1][C:2]1[CH:9]=[C:8]([Cl:10])[CH:7]=[C:6]([OH:11])[C:3]=1[CH:4]=[O:5].[C:12](=O)([O-])[O-].[K+].[K+].IC.CCCCCC.CCOC(C)=O. (6) Given the product [CH2:41]([O:40][C:38]([N:18]1[CH2:19][CH2:20][C:15]2[NH:14][C:13]([C:11]3[S:12][C:8]4[C:7]([N:22]5[CH2:23][CH2:24][O:25][CH2:26][CH2:27]5)=[CH:6][CH:5]=[C:4]([O:3][CH3:2])[C:9]=4[N:10]=3)=[N:21][C:16]=2[CH2:17]1)=[O:39])[CH3:42], predict the reactants needed to synthesize it. The reactants are: Cl.[CH3:2][O:3][C:4]1[C:9]2[N:10]=[C:11]([C:13]3[NH:14][C:15]4[CH2:20][CH2:19][NH:18][CH2:17][C:16]=4[N:21]=3)[S:12][C:8]=2[C:7]([N:22]2[CH2:27][CH2:26][O:25][CH2:24][CH2:23]2)=[CH:6][CH:5]=1.C(N(C(C)C)C(C)C)C.Cl[C:38]([O:40][CH2:41][CH3:42])=[O:39].C(N)C1C=CC=CC=1. (7) Given the product [OH:13][N:12]=[C:2]([C:3](=[O:4])[CH3:5])[C:1]([O:7][C:8]([CH3:11])([CH3:10])[CH3:9])=[O:6], predict the reactants needed to synthesize it. The reactants are: [C:1]([O:7][C:8]([CH3:11])([CH3:10])[CH3:9])(=[O:6])[CH2:2][C:3]([CH3:5])=[O:4].[N:12]([O-])=[O:13].[Na+].